The task is: Predict the reactants needed to synthesize the given product.. This data is from Full USPTO retrosynthesis dataset with 1.9M reactions from patents (1976-2016). (1) Given the product [Br:11][C:12]1[CH:18]=[CH:17][C:15]([NH:16][C:2]2[CH:7]=[CH:6][CH:5]=[CH:4][C:3]=2[N+:8]([O-:10])=[O:9])=[CH:14][CH:13]=1, predict the reactants needed to synthesize it. The reactants are: F[C:2]1[CH:7]=[CH:6][CH:5]=[CH:4][C:3]=1[N+:8]([O-:10])=[O:9].[Br:11][C:12]1[CH:18]=[CH:17][C:15]([NH2:16])=[CH:14][CH:13]=1. (2) Given the product [Br:1][C:2]1[CH:13]=[CH:12][C:5]([C:6]([C:25]2[CH:26]=[CH:27][C:22]([O:21][CH:16]3[CH2:17][CH2:18][CH2:19][CH2:20][O:15]3)=[CH:23][CH:24]=2)=[O:7])=[CH:4][C:3]=1[F:14], predict the reactants needed to synthesize it. The reactants are: [Br:1][C:2]1[CH:13]=[CH:12][C:5]([C:6](N(OC)C)=[O:7])=[CH:4][C:3]=1[F:14].[O:15]1[CH2:20][CH2:19][CH2:18][CH2:17][CH:16]1[O:21][C:22]1[CH:27]=[CH:26][C:25]([Mg]Br)=[CH:24][CH:23]=1. (3) Given the product [F:24][C:25]1[CH:26]=[C:27]([C:6]2[N:7]=[C:8]([N:10]3[C:14]4[CH:15]=[C:16]([O:21][CH3:22])[C:17]([O:19][CH3:20])=[CH:18][C:13]=4[N:12]=[CH:11]3)[S:9][C:5]=2[C:3]([OH:2])=[O:4])[CH:28]=[CH:29][C:30]=1[F:31], predict the reactants needed to synthesize it. The reactants are: C[O:2][C:3]([C:5]1[S:9][C:8]([N:10]2[C:14]3[CH:15]=[C:16]([O:21][CH3:22])[C:17]([O:19][CH3:20])=[CH:18][C:13]=3[N:12]=[CH:11]2)=[N:7][C:6]=1Br)=[O:4].[F:24][C:25]1[CH:26]=[C:27](B(O)O)[CH:28]=[CH:29][C:30]=1[F:31]. (4) Given the product [CH3:76][NH:75][C:72]1[CH:73]=[CH:74][C:69]([C:67]([NH:66][C@@H:58]([CH2:57][CH2:56][C:54](=[O:55])[NH:53][CH2:52][CH2:51][O:50][CH2:49][CH2:48][O:47][CH2:46][CH2:45][O:44][CH2:43][CH2:42][O:41][CH2:40][CH2:39][O:38][CH2:37][CH2:36][NH:35][C:29](=[O:31])[CH2:28][O:27][C:26]2[CH:32]=[CH:33][C:23]([C:22]3[NH:21][N:20]=[C:19]4[C:15]5[CH:14]=[CH:13][CH:12]=[C:11]([NH:10][C:8](=[O:9])[NH:7][N:1]6[CH2:6][CH2:5][O:4][CH2:3][CH2:2]6)[C:16]=5[C:17](=[O:34])[C:18]=34)=[CH:24][CH:25]=2)[C:59]([O:61][C:62]([CH3:65])([CH3:63])[CH3:64])=[O:60])=[O:68])=[CH:70][CH:71]=1, predict the reactants needed to synthesize it. The reactants are: [N:1]1([NH:7][C:8]([NH:10][C:11]2[C:16]3[C:17](=[O:34])[C:18]4[C:19](=[N:20][NH:21][C:22]=4[C:23]4[CH:33]=[CH:32][C:26]([O:27][CH2:28][C:29]([OH:31])=O)=[CH:25][CH:24]=4)[C:15]=3[CH:14]=[CH:13][CH:12]=2)=[O:9])[CH2:6][CH2:5][O:4][CH2:3][CH2:2]1.[NH2:35][CH2:36][CH2:37][O:38][CH2:39][CH2:40][O:41][CH2:42][CH2:43][O:44][CH2:45][CH2:46][O:47][CH2:48][CH2:49][O:50][CH2:51][CH2:52][NH:53][C:54]([CH2:56][CH2:57][C@H:58]([NH:66][C:67]([C:69]1[CH:74]=[CH:73][C:72]([NH:75][CH3:76])=[CH:71][CH:70]=1)=[O:68])[C:59]([O:61][C:62]([CH3:65])([CH3:64])[CH3:63])=[O:60])=[O:55].CN(C(ON1N=NC2C=CC=CC1=2)=[N+](C)C)C.F[P-](F)(F)(F)(F)F.CCN(C(C)C)C(C)C. (5) Given the product [C:21]([C:20]1[CH:23]=[CH:24][C:17]([C:9]2[CH:10]=[C:11]3[N:16]([CH2:26][C@@H:27]4[O:32][CH2:31][CH2:30][N:29]([C:33]([O:35][C:36]([CH3:37])([CH3:39])[CH3:38])=[O:34])[CH2:28]4)[CH:15]=[CH:14][C:12]3=[N:13][C:8]=2[C:5]2[CH:4]=[CH:3][C:2]([F:1])=[CH:7][CH:6]=2)=[CH:18][CH:19]=1)#[N:22], predict the reactants needed to synthesize it. The reactants are: [F:1][C:2]1[CH:7]=[CH:6][C:5]([C:8]2[N:13]=[C:12]3[CH:14]=[CH:15][NH:16][C:11]3=[CH:10][C:9]=2[C:17]2[CH:24]=[CH:23][C:20]([C:21]#[N:22])=[CH:19][CH:18]=2)=[CH:4][CH:3]=1.Br[CH2:26][C@@H:27]1[O:32][CH2:31][CH2:30][N:29]([C:33]([O:35][C:36]([CH3:39])([CH3:38])[CH3:37])=[O:34])[CH2:28]1. (6) The reactants are: [NH2:1][CH:2]1[CH2:11][C:10]2[C:9]([C:12]([NH2:14])=[O:13])=[CH:8][CH:7]=[C:6]([F:15])[C:5]=2[O:4][CH2:3]1.C(N(CC)C(C)C)(C)C.Br[CH2:26][CH2:27][C:28]1[C:32]2[CH:33]=[CH:34][CH:35]=[C:36]([O:37][CH3:38])[C:31]=2[O:30][CH:29]=1.[OH-].[Na+]. Given the product [F:15][C:6]1[C:5]2[O:4][CH2:3][CH:2]([NH:1][CH2:26][CH2:27][C:28]3[C:32]4[CH:33]=[CH:34][CH:35]=[C:36]([O:37][CH3:38])[C:31]=4[O:30][CH:29]=3)[CH2:11][C:10]=2[C:9]([C:12]([NH2:14])=[O:13])=[CH:8][CH:7]=1, predict the reactants needed to synthesize it.